Dataset: Retrosynthesis with 50K atom-mapped reactions and 10 reaction types from USPTO. Task: Predict the reactants needed to synthesize the given product. (1) Given the product N#CCn1c(C(=O)N2CCC(F)(F)CC2)cc2cc(C(=O)N3CCN(C4CCCC4)CC3)ccc21, predict the reactants needed to synthesize it. The reactants are: N#CCBr.O=C(c1ccc2[nH]c(C(=O)N3CCC(F)(F)CC3)cc2c1)N1CCN(C2CCCC2)CC1. (2) Given the product CCCCCCCNC(=O)N(C)c1cccc(-c2ccc(/C=C(/OC)C(=O)OC)cc2OCCCC)c1, predict the reactants needed to synthesize it. The reactants are: CCCCCCCNC(=O)N(C)c1cccc(B2OC(C)(C)C(C)(C)O2)c1.CCCCOc1cc(/C=C(/OC)C(=O)OC)ccc1I. (3) Given the product Cc1noc2c1-c1ccccc1C(c1ccc(Cl)cc1)=NC2N, predict the reactants needed to synthesize it. The reactants are: Cc1noc2c1-c1ccccc1C(c1ccc(Cl)cc1)=NC2N=[N+]=[N-]. (4) The reactants are: N#CCN.O=C(Cl)c1ccco1. Given the product N#CCNC(=O)c1ccco1, predict the reactants needed to synthesize it. (5) The reactants are: CC(=O)O[BH-](OC(C)=O)OC(C)=O.Fc1cc(OC2CCNCC2)ccc1Br. Given the product CC(C)N1CCC(Oc2ccc(Br)c(F)c2)CC1, predict the reactants needed to synthesize it. (6) Given the product O=C(O)c1cccnc1SCc1ccncc1, predict the reactants needed to synthesize it. The reactants are: BrCc1ccncc1.O=C(O)c1cccnc1S. (7) Given the product CC(=O)c1sc(-c2cccnc2)nc1C(F)(F)F, predict the reactants needed to synthesize it. The reactants are: CON(C)C(=O)c1sc(-c2cccnc2)nc1C(F)(F)F. (8) Given the product CC(OS(C)(=O)=O)c1ccccn1, predict the reactants needed to synthesize it. The reactants are: CC(O)c1ccccn1.CS(=O)(=O)Cl.